Dataset: Reaction yield outcomes from USPTO patents with 853,638 reactions. Task: Predict the reaction yield, written as a fraction of the theoretical maximum amount of product (1.0 means a 100% yield; for example, 0.34 means a 34% yield). (1) The reactants are [C:1]([O:5][C:6]([N:8]1[CH2:13][CH2:12][O:11][CH2:10][C@@H:9]1[C:14]([NH:16][NH:17][C:18]1[CH:23]=[CH:22][C:21]([F:24])=[CH:20][N:19]=1)=O)=[O:7])([CH3:4])([CH3:3])[CH3:2].C1C=CC(P(C2C=CC=CC=2)C2C=CC=CC=2)=CC=1.CCN(CC)CC.ClC(Cl)(Cl)C(Cl)(Cl)Cl. The catalyst is C1COCC1. The product is [C:1]([O:5][C:6]([N:8]1[CH2:13][CH2:12][O:11][CH2:10][C@@H:9]1[C:14]1[N:19]2[CH:20]=[C:21]([F:24])[CH:22]=[CH:23][C:18]2=[N:17][N:16]=1)=[O:7])([CH3:4])([CH3:3])[CH3:2]. The yield is 0.840. (2) The reactants are [CH2:1]([C:3]1([CH2:18][CH3:19])[C:8]2[CH:9]=[C:10](B(O)O)[CH:11]=[CH:12][C:7]=2[N:6]([CH3:16])[C:5](=[O:17])[O:4]1)[CH3:2].C(=O)(O)[O-:21].[Na+].OOS([O-])=O.[K+].S(=O)(O)[O-].[Na+]. The catalyst is O.CC(C)=O. The product is [CH2:1]([C:3]1([CH2:18][CH3:19])[C:8]2[CH:9]=[C:10]([OH:21])[CH:11]=[CH:12][C:7]=2[N:6]([CH3:16])[C:5](=[O:17])[O:4]1)[CH3:2]. The yield is 0.690. (3) The reactants are [CH:1]1([NH:4][C:5]([NH:7][C:8]2[CH:13]=[CH:12][C:11]([O:14][C:15]3[CH:20]=[CH:19][N:18]=[C:17]4[CH:21]=[C:22]([C:24]5[CH:29]=[CH:28][C:27]([CH:30]=O)=[CH:26][N:25]=5)[S:23][C:16]=34)=[C:10]([F:32])[CH:9]=2)=[O:6])[CH2:3][CH2:2]1.C([NH:40][C@H:41]([C:47]([OH:49])=[O:48])[CH2:42][CH2:43][CH2:44][CH2:45][NH2:46])(OC(C)(C)C)=O.C(O)(=O)C.C(O[BH-](OC(=O)C)OC(=O)C)(=O)C.[Na+]. The yield is 0.690. The product is [NH2:40][C@@H:41]([CH2:42][CH2:43][CH2:44][CH2:45][NH:46][CH2:30][C:27]1[CH:26]=[N:25][C:24]([C:22]2[S:23][C:16]3[C:17](=[N:18][CH:19]=[CH:20][C:15]=3[O:14][C:11]3[CH:12]=[CH:13][C:8]([NH:7][C:5]([NH:4][CH:1]4[CH2:2][CH2:3]4)=[O:6])=[CH:9][C:10]=3[F:32])[CH:21]=2)=[CH:29][CH:28]=1)[C:47]([OH:49])=[O:48]. The catalyst is ClCCl.FC(F)(F)C(O)=O. (4) The reactants are [CH3:1][O:2][C:3]1[CH:8]=[CH:7][C:6](B(O)O)=[CH:5][CH:4]=1.C([O-])([O-])=O.[Na+].[Na+].Br[C:19]1[C:27]2[O:26][CH:25]=[CH:24][C:23]=2[CH:22]=[C:21]([CH3:28])[CH:20]=1.COCCOC. The catalyst is C1C=CC([P]([Pd]([P](C2C=CC=CC=2)(C2C=CC=CC=2)C2C=CC=CC=2)([P](C2C=CC=CC=2)(C2C=CC=CC=2)C2C=CC=CC=2)[P](C2C=CC=CC=2)(C2C=CC=CC=2)C2C=CC=CC=2)(C2C=CC=CC=2)C2C=CC=CC=2)=CC=1.CCOCC. The product is [CH3:1][O:2][C:3]1[CH:8]=[CH:7][C:6]([C:19]2[C:27]3[O:26][CH:25]=[CH:24][C:23]=3[CH:22]=[C:21]([CH3:28])[CH:20]=2)=[CH:5][CH:4]=1. The yield is 0.910. (5) The reactants are [Cl:1][C:2]1[CH:7]=[CH:6][C:5]([C:8]([CH3:13])([CH3:12])[C:9]([OH:11])=O)=[CH:4][C:3]=1[O:14][CH3:15].Cl.[CH3:17][NH:18][O:19][CH3:20].CCN=C=NCCCN(C)C. The catalyst is C(Cl)Cl.CN(C1C=CN=CC=1)C. The product is [Cl:1][C:2]1[CH:7]=[CH:6][C:5]([C:8]([CH3:13])([CH3:12])[C:9]([N:18]([O:19][CH3:20])[CH3:17])=[O:11])=[CH:4][C:3]=1[O:14][CH3:15]. The yield is 0.960. (6) The reactants are [CH3:1][O:2][C:3](=[O:22])[C:4]1[CH:9]=[C:8]([CH:10]([OH:13])[CH2:11][CH3:12])[C:7]([C:14]([F:17])([F:16])[F:15])=[CH:6][C:5]=1[NH:18]C(=O)C.O.[C:24]1(C)[CH:29]=CC(S(O)(=O)=O)=C[CH:25]=1. The catalyst is C(O)CC.O.CCOC(C)=O. The yield is 0.440. The product is [CH3:1][O:2][C:3](=[O:22])[C:4]1[CH:9]=[C:8]([CH:10]([O:13][CH2:25][CH2:24][CH3:29])[CH2:11][CH3:12])[C:7]([C:14]([F:15])([F:16])[F:17])=[CH:6][C:5]=1[NH2:18]. (7) The reactants are Br[C:2]1[CH:7]=[CH:6][C:5]([S:8]([NH:11][CH:12]2[CH2:17][CH2:16][CH:15]3[CH2:18][CH:13]2[C:14]3([CH3:20])[CH3:19])(=[O:10])=[O:9])=[CH:4][CH:3]=1.[CH2:21]([OH:25])[CH2:22][C:23]#[CH:24]. The catalyst is CN(C=O)C.CCN(C(C)C)C(C)C. The product is [CH3:19][C:14]1([CH3:20])[CH:13]2[CH2:18][CH:15]1[CH2:16][CH2:17][CH:12]2[NH:11][S:8]([C:5]1[CH:6]=[CH:7][C:2]([C:24]#[C:23][CH2:22][CH2:21][OH:25])=[CH:3][CH:4]=1)(=[O:10])=[O:9]. The yield is 0.600.